This data is from Forward reaction prediction with 1.9M reactions from USPTO patents (1976-2016). The task is: Predict the product of the given reaction. (1) Given the reactants [Cl:1][C:2]1[CH:10]=[CH:9][C:8](I)=[C:7]2[C:3]=1[CH2:4][NH:5][C:6]2=[O:12].[O:13]1[C:17]2[CH:18]=[CH:19][CH:20]=[CH:21][C:16]=2[CH:15]=[C:14]1B(O)O.C1(C)C=CC=CC=1P(C1C=CC=CC=1C)C1C=CC=CC=1C.C(N(CC)CC)C, predict the reaction product. The product is: [Cl:1][C:2]1[CH:10]=[CH:9][C:8]([C:14]2[O:13][C:17]3[CH:18]=[CH:19][CH:20]=[CH:21][C:16]=3[CH:15]=2)=[C:7]2[C:3]=1[CH2:4][NH:5][C:6]2=[O:12]. (2) Given the reactants Br[C:2]1[CH:7]=[CH:6][C:5]([C:8](=[O:10])[CH3:9])=[C:4]([OH:11])[CH:3]=1.[Cu](C#N)[C:13]#[N:14], predict the reaction product. The product is: [C:8]([C:5]1[CH:6]=[CH:7][C:2]([C:13]#[N:14])=[CH:3][C:4]=1[OH:11])(=[O:10])[CH3:9]. (3) Given the reactants [ClH:1].[CH3:2][N:3]1[CH2:8][CH2:7][N:6]([C:9]2[CH:14]=[CH:13][C:12]([NH:15][C:16]([NH2:18])=[NH:17])=[CH:11][CH:10]=2)[CH2:5][CH2:4]1.[OH-].[Na+].[CH:21](O)([CH3:23])[CH3:22], predict the reaction product. The product is: [Cl:1][C:22]1[N:6]=[CH:9][C:10]([C:11]2[CH:12]=[CH:13][N:18]=[C:16]([NH:15][C:12]3[CH:11]=[CH:10][C:9]([N:6]4[CH2:7][CH2:8][N:3]([CH3:2])[CH2:4][CH2:5]4)=[CH:14][CH:13]=3)[N:17]=2)=[CH:23][CH:21]=1. (4) Given the reactants [NH2:1][C:2]1[N:7]=[C:6]([CH2:8][C:9]([N:11]2[C:19]3[C:14](=[CH:15][C:16]([NH:20][C:21]([C:23]4[C:24]([C:29]5[CH:34]=[CH:33][C:32]([C:35]([F:38])([F:37])[F:36])=[CH:31][CH:30]=5)=[CH:25][CH:26]=[CH:27][CH:28]=4)=[O:22])=[CH:17][CH:18]=3)[CH2:13][CH2:12]2)=[O:10])[CH:5]=[CH:4][CH:3]=1.[ClH:39].C(OC(C)C)(C)C, predict the reaction product. The product is: [ClH:39].[NH2:1][C:2]1[N:7]=[C:6]([CH2:8][C:9]([N:11]2[C:19]3[C:14](=[CH:15][C:16]([NH:20][C:21]([C:23]4[C:24]([C:29]5[CH:30]=[CH:31][C:32]([C:35]([F:37])([F:38])[F:36])=[CH:33][CH:34]=5)=[CH:25][CH:26]=[CH:27][CH:28]=4)=[O:22])=[CH:17][CH:18]=3)[CH2:13][CH2:12]2)=[O:10])[CH:5]=[CH:4][CH:3]=1. (5) Given the reactants [C:1]([O:5][C:6]([N:8]1[CH2:12][CH2:11][CH2:10][C@H:9]1[C:13](=[NH:16])[NH:14][OH:15])=[O:7])([CH3:4])([CH3:3])[CH3:2].[F:17][C:18]1([C:21](O)=O)[CH2:20][CH2:19]1.C(N=C=NC(C)C)(C)C, predict the reaction product. The product is: [C:1]([O:5][C:6]([N:8]1[CH2:12][CH2:11][CH2:10][C@H:9]1[C:13]1[N:16]=[C:21]([C:18]2([F:17])[CH2:20][CH2:19]2)[O:15][N:14]=1)=[O:7])([CH3:4])([CH3:2])[CH3:3]. (6) Given the reactants [Cl:1][C:2]1[CH:3]=[C:4]([CH:19]=[CH:20][C:21]=1[F:22])[NH:5][C:6]1[C:15]2[C:10](=[CH:11][C:12]([O:17][CH3:18])=[CH:13][C:14]=2[OH:16])[N:9]=[CH:8][N:7]=1.C1(P(C2C=CC=CC=2)C2C=CC=CC=2)C=CC=CC=1.O[CH:43]1[CH2:47][CH2:46][S:45][CH2:44]1.N(C(OC(C)(C)C)=O)=NC(OC(C)(C)C)=O, predict the reaction product. The product is: [Cl:1][C:2]1[CH:3]=[C:4]([CH:19]=[CH:20][C:21]=1[F:22])[NH:5][C:6]1[C:15]2[C:10](=[CH:11][C:12]([O:17][CH3:18])=[CH:13][C:14]=2[O:16][CH:43]2[CH2:47][CH2:46][S:45][CH2:44]2)[N:9]=[CH:8][N:7]=1. (7) Given the reactants [Cl:1][C:2]1[CH:3]=[C:4]([NH:8][C:9]2[N:14]=[C:13]([C:15]([F:18])([F:17])[F:16])[C:12]([NH2:19])=[CH:11][N:10]=2)[CH:5]=[CH:6][CH:7]=1.N1C=CC=CC=1.[O:26]1[CH2:31][CH2:30][CH:29]([CH2:32][C:33](Cl)=[O:34])[CH2:28][CH2:27]1.C(OCC)(=O)C, predict the reaction product. The product is: [Cl:1][C:2]1[CH:3]=[C:4]([NH:8][C:9]2[N:14]=[C:13]([C:15]([F:17])([F:18])[F:16])[C:12]([NH:19][C:33](=[O:34])[CH2:32][CH:29]3[CH2:30][CH2:31][O:26][CH2:27][CH2:28]3)=[CH:11][N:10]=2)[CH:5]=[CH:6][CH:7]=1. (8) Given the reactants F[C:2]1[CH:9]=[CH:8][C:7]([N+:10]([O-])=O)=[CH:6][C:3]=1[C:4]#N.CN.C(OC)(=O)C1[C:17](=CC=CC=1)[NH2:18], predict the reaction product. The product is: [NH2:10][C:7]1[CH:6]=[C:3]2[C:2](=[CH:9][CH:8]=1)[NH:18][CH:17]=[CH:4]2. (9) Given the reactants [Br:1][C:2]1[CH:8]=[CH:7][C:5]([NH2:6])=[CH:4][C:3]=1[F:9].[S-:10][C:11]#[N:12].[NH4+].BrBr, predict the reaction product. The product is: [Br:1][C:2]1[C:3]([F:9])=[CH:4][C:5]2[N:6]=[C:11]([NH2:12])[S:10][C:7]=2[CH:8]=1.